Predict the product of the given reaction. From a dataset of Forward reaction prediction with 1.9M reactions from USPTO patents (1976-2016). (1) Given the reactants C[O:2][C:3]([C:5]1[CH:6]=[C:7]2[CH:13]=[C:12]([C@@H:14]([C:21]3[CH:26]=[CH:25][C:24]([S:27]([CH3:30])(=[O:29])=[O:28])=[CH:23][CH:22]=3)[CH2:15][CH:16]3[CH2:20][CH2:19][CH2:18][CH2:17]3)[NH:11][C:8]2=[N:9][CH:10]=1)=[O:4].Cl, predict the reaction product. The product is: [CH:16]1([CH2:15][C@@H:14]([C:12]2[NH:11][C:8]3=[N:9][CH:10]=[C:5]([C:3]([OH:4])=[O:2])[CH:6]=[C:7]3[CH:13]=2)[C:21]2[CH:26]=[CH:25][C:24]([S:27]([CH3:30])(=[O:29])=[O:28])=[CH:23][CH:22]=2)[CH2:20][CH2:19][CH2:18][CH2:17]1. (2) The product is: [OH:23][CH:22]([C:21]1[CH:20]=[CH:19][C:18]([O:17][CH2:16][CH2:15][C:5]2[N:6]=[C:7]([C:9]3[CH:10]=[CH:11][CH:12]=[CH:13][CH:14]=3)[O:8][C:4]=2[CH3:3])=[CH:25][CH:24]=1)[C:27]1([C:33]([O:35][CH3:36])=[O:34])[CH2:32][CH2:31][CH2:30][CH2:29][CH2:28]1. Given the reactants [I-].[Li+].[CH3:3][C:4]1[O:8][C:7]([C:9]2[CH:14]=[CH:13][CH:12]=[CH:11][CH:10]=2)=[N:6][C:5]=1[CH2:15][CH2:16][O:17][C:18]1[CH:25]=[CH:24][C:21]([CH:22]=[O:23])=[CH:20][CH:19]=1.Br[C:27]1([C:33]([O:35][CH3:36])=[O:34])[CH2:32][CH2:31][CH2:30][CH2:29][CH2:28]1.[Cl-].[Na+], predict the reaction product.